From a dataset of Full USPTO retrosynthesis dataset with 1.9M reactions from patents (1976-2016). Predict the reactants needed to synthesize the given product. (1) Given the product [CH2:1]([O:3][C:4](=[O:13])/[C:5](/[C:19]1[CH:20]=[CH:21][C:16]([S:15][CH3:14])=[CH:17][CH:18]=1)=[CH:6]/[CH:7]1[CH2:11][CH2:10][CH2:9][CH2:8]1)[CH3:2], predict the reactants needed to synthesize it. The reactants are: [CH2:1]([O:3][C:4](=[O:13])/[C:5](/Br)=[CH:6]/[CH:7]1[CH2:11][CH2:10][CH2:9][CH2:8]1)[CH3:2].[CH3:14][S:15][C:16]1[CH:21]=[CH:20][C:19](B(O)O)=[CH:18][CH:17]=1.C(O)C.C(=O)([O-])[O-].[Na+].[Na+]. (2) Given the product [Cl:21][C:22]1[CH:23]=[C:24]([NH:25][C:2]2[CH:17]=[C:16]([CH:18]([CH3:20])[CH3:19])[C:5]([C:6]([NH:8][CH2:9][CH:10]3[CH2:15][CH2:14][CH2:13][CH2:12][CH2:11]3)=[O:7])=[CH:4][N:3]=2)[CH:26]=[CH:27][CH:28]=1, predict the reactants needed to synthesize it. The reactants are: Cl[C:2]1[CH:17]=[C:16]([CH:18]([CH3:20])[CH3:19])[C:5]([C:6]([NH:8][CH2:9][CH:10]2[CH2:15][CH2:14][CH2:13][CH2:12][CH2:11]2)=[O:7])=[CH:4][N:3]=1.[Cl:21][C:22]1[CH:23]=[C:24]([CH:26]=[CH:27][CH:28]=1)[NH2:25]. (3) Given the product [CH3:41][CH:39]([N:31]([P:32]([O:33][CH2:34][CH2:35][C:36]#[N:37])[O:1][CH2:2][C:3]1[CH:13]=[C:7]([C:8]([O:10][CH2:11][CH3:12])=[O:9])[CH:6]=[C:5]([C:14]([O:16][CH2:17][CH3:18])=[O:15])[CH:4]=1)[CH:28]([CH3:29])[CH3:30])[CH3:40], predict the reactants needed to synthesize it. The reactants are: [OH:1][CH2:2][C:3]1[CH:4]=[C:5]([C:14]([O:16][CH2:17][CH3:18])=[O:15])[CH:6]=[C:7]([CH:13]=1)[C:8]([O:10][CH2:11][CH3:12])=[O:9].C(N(C(C)C)C(C)C)C.[CH:28]([N:31]([CH:39]([CH3:41])[CH3:40])[P:32](Cl)[O:33][CH2:34][CH2:35][C:36]#[N:37])([CH3:30])[CH3:29].C(OCC)(=O)C.CCCCCCC.